Task: Regression. Given a peptide amino acid sequence and an MHC pseudo amino acid sequence, predict their binding affinity value. This is MHC class II binding data.. Dataset: Peptide-MHC class II binding affinity with 134,281 pairs from IEDB (1) The MHC is DRB3_0101 with pseudo-sequence DRB3_0101. The binding affinity (normalized) is 0. The peptide sequence is AVGLRVVCAKYA. (2) The peptide sequence is ILDLCYQLSMRIANQ. The MHC is DRB1_1501 with pseudo-sequence DRB1_1501. The binding affinity (normalized) is 0.830. (3) The peptide sequence is KMIGGIGGFVKVRQYDQIPI. The MHC is HLA-DPA10103-DPB10401 with pseudo-sequence HLA-DPA10103-DPB10401. The binding affinity (normalized) is 0.193. (4) The peptide sequence is KLIADSIDFNQVAQV. The MHC is DRB4_0101 with pseudo-sequence DRB4_0103. The binding affinity (normalized) is 0.670. (5) The peptide sequence is SNMLILNPTQSDSGI. The MHC is HLA-DPA10201-DPB10101 with pseudo-sequence HLA-DPA10201-DPB10101. The binding affinity (normalized) is 0.426. (6) The peptide sequence is GETVKCRAPGGAKKP. The MHC is DRB1_0901 with pseudo-sequence DRB1_0901. The binding affinity (normalized) is 0.